Dataset: Full USPTO retrosynthesis dataset with 1.9M reactions from patents (1976-2016). Task: Predict the reactants needed to synthesize the given product. Given the product [C:19]([O:23][C:24]([N:26]1[CH2:27][CH2:28][CH:29]([N:32]([C:36]([C:38]2[N:39]=[CH:40][C:41]([C:12]3[CH:13]=[CH:14][C:9]([C:7]#[N:8])=[C:10]([F:18])[CH:11]=3)=[CH:42][N:43]=2)=[O:37])[CH:33]2[CH2:35][CH2:34]2)[CH2:30][CH2:31]1)=[O:25])([CH3:22])([CH3:20])[CH3:21], predict the reactants needed to synthesize it. The reactants are: C([O-])([O-])=O.[Na+].[Na+].[C:7]([C:9]1[CH:14]=[CH:13][C:12](B(O)O)=[CH:11][C:10]=1[F:18])#[N:8].[C:19]([O:23][C:24]([N:26]1[CH2:31][CH2:30][CH:29]([N:32]([C:36]([C:38]2[N:43]=[CH:42][C:41](Br)=[CH:40][N:39]=2)=[O:37])[CH:33]2[CH2:35][CH2:34]2)[CH2:28][CH2:27]1)=[O:25])([CH3:22])([CH3:21])[CH3:20].